From a dataset of Reaction yield outcomes from USPTO patents with 853,638 reactions. Predict the reaction yield, written as a fraction of the theoretical maximum amount of product (1.0 means a 100% yield; for example, 0.34 means a 34% yield). (1) The reactants are [CH2:1]([C:5]1[N:6]=[C:7]([CH2:27][OH:28])[NH:8][C:9](=[O:26])[C:10]=1[CH2:11][C:12]1[CH:17]=[CH:16][C:15]([C:18]2[C:19]([C:24]#[N:25])=[CH:20][CH:21]=[CH:22][CH:23]=2)=[CH:14][CH:13]=1)[CH2:2][CH2:3][CH3:4].C(=O)([O-])[O-].[Cs+].[Cs+].Br.Br[CH2:37][C:38]1[CH:43]=[CH:42][CH:41]=[CH:40][N:39]=1.CN(C)C=O. The catalyst is C(OCC)(=O)C. The product is [CH2:1]([C:5]1[N:6]=[C:7]([CH2:27][OH:28])[N:8]([CH2:37][C:38]2[CH:43]=[CH:42][CH:41]=[CH:40][N:39]=2)[C:9](=[O:26])[C:10]=1[CH2:11][C:12]1[CH:17]=[CH:16][C:15]([C:18]2[C:19]([C:24]#[N:25])=[CH:20][CH:21]=[CH:22][CH:23]=2)=[CH:14][CH:13]=1)[CH2:2][CH2:3][CH3:4]. The yield is 0.500. (2) The reactants are [CH2:1]([S:4][C:5]1[CH:12]=[C:11]([C:13]2[C:14]([C:18]([F:21])([F:20])[F:19])=[N:15][NH:16][CH:17]=2)[CH:10]=[CH:9][C:6]=1[CH:7]=O)[CH2:2][CH3:3].C([SiH](CC)CC)C. The catalyst is C(Cl)Cl. The product is [CH2:1]([S:4][C:5]1[CH:12]=[C:11]([C:13]2[C:14]([C:18]([F:20])([F:21])[F:19])=[N:15][NH:16][CH:17]=2)[CH:10]=[CH:9][C:6]=1[CH3:7])[CH2:2][CH3:3]. The yield is 0.193. (3) The reactants are FC(F)(F)C(O)=O.[CH3:8][O:9][C:10]([C@H:12]1[CH2:17][CH2:16][C@H:15]([NH:18]C(OC(C)(C)C)=O)[CH2:14][CH2:13]1)=[O:11]. The catalyst is ClCCl. The product is [CH3:8][O:9][C:10]([C@H:12]1[CH2:17][CH2:16][C@H:15]([NH2:18])[CH2:14][CH2:13]1)=[O:11]. The yield is 0.790. (4) The reactants are C([NH:5][S:6]([C:9]1[CH:10]=[C:11]([C:15]2[CH:20]=[CH:19][CH:18]=[C:17]([C:21]3[N:26]=[C:25]([C:27]4[S:28][C:29]([Cl:32])=[CH:30][CH:31]=4)[CH:24]=[C:23]([C:33]([F:36])([F:35])[F:34])[N:22]=3)[CH:16]=2)[CH:12]=[CH:13][CH:14]=1)(=[O:8])=[O:7])(C)(C)C.C(O)(C(F)(F)F)=O. The catalyst is ClCCl. The product is [Cl:32][C:29]1[S:28][C:27]([C:25]2[CH:24]=[C:23]([C:33]([F:34])([F:35])[F:36])[N:22]=[C:21]([C:17]3[CH:16]=[C:15]([C:11]4[CH:12]=[CH:13][CH:14]=[C:9]([S:6]([NH2:5])(=[O:8])=[O:7])[CH:10]=4)[CH:20]=[CH:19][CH:18]=3)[N:26]=2)=[CH:31][CH:30]=1. The yield is 0.270. (5) The reactants are [C:1]([C:3]1[CH:4]=[C:5]([C:9]2[N:10]=[C:11]3[N:15]([C:16]=2[C:17]2[CH:22]=[CH:21][N:20]=[C:19]([NH:23][C@@H:24]4[CH2:29][CH2:28][CH2:27][N:26]([C:30]([O:32][C:33]([CH3:36])([CH3:35])[CH3:34])=[O:31])[CH2:25]4)[N:18]=2)[CH:14]=[CH:13][S:12]3)[CH:6]=[CH:7][CH:8]=1)#[N:2].[OH-:37].[Na+]. The yield is 0.830. The product is [C:33]([O:32][C:30]([N:26]1[CH2:27][CH2:28][CH2:29][C@@H:24]([NH:23][C:19]2[N:18]=[C:17]([C:16]3[N:15]4[C:11]([S:12][CH:13]=[CH:14]4)=[N:10][C:9]=3[C:5]3[CH:6]=[CH:7][CH:8]=[C:3]([C:1](=[O:37])[NH2:2])[CH:4]=3)[CH:22]=[CH:21][N:20]=2)[CH2:25]1)=[O:31])([CH3:36])([CH3:35])[CH3:34]. The catalyst is C(O)C. (6) The reactants are [NH2:1][C:2]1([C:6]2[S:7][C:8]([C:11]3[CH:12]=[C:13]([NH:18][C:19]4[N:24]=[C:23]([C:25]([F:28])([F:27])[F:26])[CH:22]=[CH:21][N:20]=4)[CH:14]=[C:15]([CH3:17])[CH:16]=3)=[CH:9][N:10]=2)[CH2:5][O:4][CH2:3]1.[S:29](N)([NH2:32])(=[O:31])=[O:30]. The catalyst is O1CCOCC1.C(OCC)(=O)C. The product is [CH3:17][C:15]1[CH:16]=[C:11]([C:8]2[S:7][C:6]([C:2]3([NH:1][S:29](=[O:31])(=[O:30])[NH2:32])[CH2:3][O:4][CH2:5]3)=[N:10][CH:9]=2)[CH:12]=[C:13]([NH:18][C:19]2[N:24]=[C:23]([C:25]([F:28])([F:27])[F:26])[CH:22]=[CH:21][N:20]=2)[CH:14]=1. The yield is 0.546. (7) The reactants are C1N2CCN(CC2)C1.C([Li])CCC.[Cl:14][C:15]1[CH:16]=[N:17][CH:18]=[CH:19][CH:20]=1.[CH3:21][O:22][CH:23]([O:32][CH3:33])[C:24](N1CCCCC1)=[O:25].[NH4+].[Cl-]. The catalyst is CCOCC.O. The product is [Cl:14][C:15]1[C:16]([C:24](=[O:25])[CH:23]([O:32][CH3:33])[O:22][CH3:21])=[N:17][CH:18]=[CH:19][CH:20]=1. The yield is 0.540.